This data is from hERG Central: cardiac toxicity at 1µM, 10µM, and general inhibition. The task is: Predict hERG channel inhibition at various concentrations. (1) The drug is c1cncc(-c2nc(N3CCCCCC3)c3ccccc3n2)c1. Results: hERG_inhib (hERG inhibition (general)): blocker. (2) The drug is COc1ccc(CCN(C)Cc2c(O)ccc3cc(Br)ccc23)cc1OC. Results: hERG_inhib (hERG inhibition (general)): blocker. (3) Results: hERG_inhib (hERG inhibition (general)): blocker. The compound is CCOC(=O)N1CCN(C(=O)C2CCN(C(=O)c3ccc([N+](=O)[O-])cc3)CC2)CC1.